Dataset: Forward reaction prediction with 1.9M reactions from USPTO patents (1976-2016). Task: Predict the product of the given reaction. (1) Given the reactants [Cl:1][C:2]1[C:10]2[C:5](=[C:6]([C@H:12]([O:14][CH2:15][C:16]3([C:22]4[CH:27]=[CH:26][C:25]([F:28])=[CH:24][CH:23]=4)[CH2:21][CH2:20][NH:19][CH2:18][CH2:17]3)[CH3:13])[CH:7]=[C:8]([Cl:11])[CH:9]=2)[NH:4][N:3]=1.C=O.[C:31]([BH3-])#N.[Na+].Cl, predict the reaction product. The product is: [ClH:1].[Cl:1][C:2]1[C:10]2[C:5](=[C:6]([C@H:12]([O:14][CH2:15][C:16]3([C:22]4[CH:23]=[CH:24][C:25]([F:28])=[CH:26][CH:27]=4)[CH2:21][CH2:20][N:19]([CH3:31])[CH2:18][CH2:17]3)[CH3:13])[CH:7]=[C:8]([Cl:11])[CH:9]=2)[NH:4][N:3]=1. (2) Given the reactants Br[C:2]1[CH:7]=[CH:6][CH:5]=[CH:4][C:3]=1[Br:8].C([Li])CCC.CCCCCC.[C:20]1(=[O:26])[CH2:25][CH2:24][CH2:23][CH2:22][CH2:21]1.[Cl-].[NH4+], predict the reaction product. The product is: [Br:8][C:3]1[CH:4]=[CH:5][C:6]([C:20]2([OH:26])[CH2:25][CH2:24][CH2:23][CH2:22][CH2:21]2)=[CH:7][CH:2]=1. (3) Given the reactants [CH:1]12[O:6][CH:5]1[CH2:4][N:3]([C:7]([O:9][C:10]([CH3:13])([CH3:12])[CH3:11])=[O:8])[CH2:2]2.[NH3:14], predict the reaction product. The product is: [NH2:14][CH:1]1[CH:5]([OH:6])[CH2:4][N:3]([C:7]([O:9][C:10]([CH3:13])([CH3:12])[CH3:11])=[O:8])[CH2:2]1. (4) Given the reactants O[C:2]([C:4]([F:7])(F)F)=O.OC(C(F)(F)F)=O.[CH:15]1([N:18]2[C:27]3[C:22](=[CH:23][CH:24]=[CH:25][CH:26]=3)[N:21]([C:28]([C@@H:30]3C[C@@H](O)[CH2:32][N:31]3[CH2:36][C:37]3[CH:42]=[C:41]([Cl:43])[CH:40]=[CH:39][C:38]=3[Cl:44])=[O:29])[CH2:20][CH2:19]2)[CH2:17][CH2:16]1.C(N(S(F)(F)F)CC)C, predict the reaction product. The product is: [CH:15]1([N:18]2[C:27]3[C:22](=[CH:23][CH:24]=[CH:25][CH:26]=3)[N:21]([C:28]([C@@H:30]3[CH2:2][C@H:4]([F:7])[CH2:32][N:31]3[CH2:36][C:37]3[CH:42]=[C:41]([Cl:43])[CH:40]=[CH:39][C:38]=3[Cl:44])=[O:29])[CH2:20][CH2:19]2)[CH2:17][CH2:16]1. (5) Given the reactants C(=O)([O-])OC1C=CC(S(N2C3C(=CC=C(F)C=3)NC(=O)[C@@H]2CC)(=O)=O)=CC=1.ICC.[CH2:31]([C@@H:33]1[N:42]([S:43]([C:46]2[CH:51]=[CH:50][C:49]([OH:52])=[CH:48][CH:47]=2)(=[O:45])=[O:44])[C:41]2[C:36](=[CH:37][CH:38]=[C:39]([F:53])[CH:40]=2)[N:35]([CH2:54][CH2:55]C)[C:34]1=[O:57])[CH3:32], predict the reaction product. The product is: [CH2:54]([N:35]1[C:36]2[C:41](=[CH:40][C:39]([F:53])=[CH:38][CH:37]=2)[N:42]([S:43]([C:46]2[CH:51]=[CH:50][C:49]([OH:52])=[CH:48][CH:47]=2)(=[O:45])=[O:44])[C@@H:33]([CH2:31][CH3:32])[C:34]1=[O:57])[CH3:55].